Dataset: NCI-60 drug combinations with 297,098 pairs across 59 cell lines. Task: Regression. Given two drug SMILES strings and cell line genomic features, predict the synergy score measuring deviation from expected non-interaction effect. Drug 1: C1CN(CCN1C(=O)CCBr)C(=O)CCBr. Drug 2: CCC1(C2=C(COC1=O)C(=O)N3CC4=CC5=C(C=CC(=C5CN(C)C)O)N=C4C3=C2)O.Cl. Cell line: IGROV1. Synergy scores: CSS=20.0, Synergy_ZIP=-8.89, Synergy_Bliss=-1.25, Synergy_Loewe=-17.9, Synergy_HSA=-0.539.